This data is from NCI-60 drug combinations with 297,098 pairs across 59 cell lines. The task is: Regression. Given two drug SMILES strings and cell line genomic features, predict the synergy score measuring deviation from expected non-interaction effect. (1) Drug 1: CC1C(C(=O)NC(C(=O)N2CCCC2C(=O)N(CC(=O)N(C(C(=O)O1)C(C)C)C)C)C(C)C)NC(=O)C3=C4C(=C(C=C3)C)OC5=C(C(=O)C(=C(C5=N4)C(=O)NC6C(OC(=O)C(N(C(=O)CN(C(=O)C7CCCN7C(=O)C(NC6=O)C(C)C)C)C)C(C)C)C)N)C. Drug 2: CC1CCC2CC(C(=CC=CC=CC(CC(C(=O)C(C(C(=CC(C(=O)CC(OC(=O)C3CCCCN3C(=O)C(=O)C1(O2)O)C(C)CC4CCC(C(C4)OC)O)C)C)O)OC)C)C)C)OC. Cell line: SN12C. Synergy scores: CSS=33.7, Synergy_ZIP=-0.966, Synergy_Bliss=5.73, Synergy_Loewe=-0.805, Synergy_HSA=-0.733. (2) Drug 1: C1=NC(=NC(=O)N1C2C(C(C(O2)CO)O)O)N. Drug 2: CC(C)NC(=O)C1=CC=C(C=C1)CNNC.Cl. Cell line: MALME-3M. Synergy scores: CSS=15.7, Synergy_ZIP=-2.79, Synergy_Bliss=3.35, Synergy_Loewe=-13.0, Synergy_HSA=2.18. (3) Drug 1: CCCCCOC(=O)NC1=NC(=O)N(C=C1F)C2C(C(C(O2)C)O)O. Drug 2: C1CN(P(=O)(OC1)NCCCl)CCCl. Cell line: MDA-MB-231. Synergy scores: CSS=-0.693, Synergy_ZIP=-1.81, Synergy_Bliss=-4.89, Synergy_Loewe=-5.29, Synergy_HSA=-4.80. (4) Drug 1: C1=CC=C(C(=C1)C(C2=CC=C(C=C2)Cl)C(Cl)Cl)Cl. Drug 2: CN(C(=O)NC(C=O)C(C(C(CO)O)O)O)N=O. Cell line: K-562. Synergy scores: CSS=13.6, Synergy_ZIP=-6.81, Synergy_Bliss=-4.98, Synergy_Loewe=-6.50, Synergy_HSA=-2.34. (5) Drug 1: CCC1=CC2CC(C3=C(CN(C2)C1)C4=CC=CC=C4N3)(C5=C(C=C6C(=C5)C78CCN9C7C(C=CC9)(C(C(C8N6C)(C(=O)OC)O)OC(=O)C)CC)OC)C(=O)OC.C(C(C(=O)O)O)(C(=O)O)O. Drug 2: CC12CCC3C(C1CCC2OP(=O)(O)O)CCC4=C3C=CC(=C4)OC(=O)N(CCCl)CCCl.[Na+]. Cell line: RXF 393. Synergy scores: CSS=30.1, Synergy_ZIP=-0.477, Synergy_Bliss=0.116, Synergy_Loewe=-9.15, Synergy_HSA=1.84. (6) Drug 2: C1=NNC2=C1C(=O)NC=N2. Cell line: RPMI-8226. Synergy scores: CSS=5.15, Synergy_ZIP=5.95, Synergy_Bliss=6.78, Synergy_Loewe=-30.0, Synergy_HSA=4.57. Drug 1: CC1C(C(=O)NC(C(=O)N2CCCC2C(=O)N(CC(=O)N(C(C(=O)O1)C(C)C)C)C)C(C)C)NC(=O)C3=C4C(=C(C=C3)C)OC5=C(C(=O)C(=C(C5=N4)C(=O)NC6C(OC(=O)C(N(C(=O)CN(C(=O)C7CCCN7C(=O)C(NC6=O)C(C)C)C)C)C(C)C)C)N)C. (7) Drug 1: CC1=C2C(C(=O)C3(C(CC4C(C3C(C(C2(C)C)(CC1OC(=O)C(C(C5=CC=CC=C5)NC(=O)OC(C)(C)C)O)O)OC(=O)C6=CC=CC=C6)(CO4)OC(=O)C)OC)C)OC. Drug 2: CC1=C(N=C(N=C1N)C(CC(=O)N)NCC(C(=O)N)N)C(=O)NC(C(C2=CN=CN2)OC3C(C(C(C(O3)CO)O)O)OC4C(C(C(C(O4)CO)O)OC(=O)N)O)C(=O)NC(C)C(C(C)C(=O)NC(C(C)O)C(=O)NCCC5=NC(=CS5)C6=NC(=CS6)C(=O)NCCC[S+](C)C)O. Cell line: EKVX. Synergy scores: CSS=35.5, Synergy_ZIP=-8.51, Synergy_Bliss=-9.75, Synergy_Loewe=-18.0, Synergy_HSA=-8.18. (8) Drug 1: CN1C(=O)N2C=NC(=C2N=N1)C(=O)N. Drug 2: C1=CC=C(C=C1)NC(=O)CCCCCCC(=O)NO. Cell line: IGROV1. Synergy scores: CSS=13.6, Synergy_ZIP=-2.18, Synergy_Bliss=4.10, Synergy_Loewe=-9.02, Synergy_HSA=0.927.